Task: Regression. Given two drug SMILES strings and cell line genomic features, predict the synergy score measuring deviation from expected non-interaction effect.. Dataset: NCI-60 drug combinations with 297,098 pairs across 59 cell lines (1) Drug 1: C1=C(C(=O)NC(=O)N1)N(CCCl)CCCl. Drug 2: CNC(=O)C1=NC=CC(=C1)OC2=CC=C(C=C2)NC(=O)NC3=CC(=C(C=C3)Cl)C(F)(F)F. Cell line: COLO 205. Synergy scores: CSS=52.9, Synergy_ZIP=-0.879, Synergy_Bliss=-2.66, Synergy_Loewe=-0.532, Synergy_HSA=0.381. (2) Drug 1: CCCS(=O)(=O)NC1=C(C(=C(C=C1)F)C(=O)C2=CNC3=C2C=C(C=N3)C4=CC=C(C=C4)Cl)F. Drug 2: C#CCC(CC1=CN=C2C(=N1)C(=NC(=N2)N)N)C3=CC=C(C=C3)C(=O)NC(CCC(=O)O)C(=O)O. Cell line: IGROV1. Synergy scores: CSS=-2.58, Synergy_ZIP=-0.963, Synergy_Bliss=-3.64, Synergy_Loewe=-4.71, Synergy_HSA=-4.99. (3) Drug 1: CN1CCC(CC1)COC2=C(C=C3C(=C2)N=CN=C3NC4=C(C=C(C=C4)Br)F)OC. Drug 2: CC(C)NC(=O)C1=CC=C(C=C1)CNNC.Cl. Cell line: OVCAR-8. Synergy scores: CSS=8.60, Synergy_ZIP=6.91, Synergy_Bliss=8.46, Synergy_Loewe=1.48, Synergy_HSA=7.40. (4) Drug 1: C1=NC2=C(N=C(N=C2N1C3C(C(C(O3)CO)O)F)Cl)N. Drug 2: C1=NC(=NC(=O)N1C2C(C(C(O2)CO)O)O)N. Cell line: MALME-3M. Synergy scores: CSS=10.5, Synergy_ZIP=-3.47, Synergy_Bliss=-0.375, Synergy_Loewe=-4.36, Synergy_HSA=-1.07. (5) Drug 1: CC1=C2C(C(=O)C3(C(CC4C(C3C(C(C2(C)C)(CC1OC(=O)C(C(C5=CC=CC=C5)NC(=O)C6=CC=CC=C6)O)O)OC(=O)C7=CC=CC=C7)(CO4)OC(=O)C)O)C)OC(=O)C. Drug 2: CC1C(C(CC(O1)OC2CC(OC(C2O)C)OC3=CC4=CC5=C(C(=O)C(C(C5)C(C(=O)C(C(C)O)O)OC)OC6CC(C(C(O6)C)O)OC7CC(C(C(O7)C)O)OC8CC(C(C(O8)C)O)(C)O)C(=C4C(=C3C)O)O)O)O. Cell line: NCIH23. Synergy scores: CSS=89.9, Synergy_ZIP=1.37, Synergy_Bliss=-0.110, Synergy_Loewe=-2.50, Synergy_HSA=-0.665. (6) Drug 1: CC1=C2C(C(=O)C3(C(CC4C(C3C(C(C2(C)C)(CC1OC(=O)C(C(C5=CC=CC=C5)NC(=O)OC(C)(C)C)O)O)OC(=O)C6=CC=CC=C6)(CO4)OC(=O)C)OC)C)OC. Drug 2: CCCCC(=O)OCC(=O)C1(CC(C2=C(C1)C(=C3C(=C2O)C(=O)C4=C(C3=O)C=CC=C4OC)O)OC5CC(C(C(O5)C)O)NC(=O)C(F)(F)F)O. Cell line: BT-549. Synergy scores: CSS=65.4, Synergy_ZIP=8.39, Synergy_Bliss=11.6, Synergy_Loewe=8.94, Synergy_HSA=12.4. (7) Drug 1: CCC1=C2CN3C(=CC4=C(C3=O)COC(=O)C4(CC)O)C2=NC5=C1C=C(C=C5)O. Drug 2: CN1C2=C(C=C(C=C2)N(CCCl)CCCl)N=C1CCCC(=O)O.Cl. Cell line: CCRF-CEM. Synergy scores: CSS=72.0, Synergy_ZIP=-1.14, Synergy_Bliss=-2.14, Synergy_Loewe=-35.7, Synergy_HSA=-0.780. (8) Drug 1: CN(C)N=NC1=C(NC=N1)C(=O)N. Drug 2: CC(C)NC(=O)C1=CC=C(C=C1)CNNC.Cl. Cell line: HT29. Synergy scores: CSS=19.0, Synergy_ZIP=8.40, Synergy_Bliss=13.5, Synergy_Loewe=7.32, Synergy_HSA=9.83.